Task: Predict the product of the given reaction.. Dataset: Forward reaction prediction with 1.9M reactions from USPTO patents (1976-2016) (1) Given the reactants OC[C@@H](N)CC(C)C.COC(=O)[C@H](CC(C)C)N.OCCN.[CH3:23][CH:24]([CH3:34])[CH2:25][C@H:26]([NH:29][CH2:30][CH:31]([CH3:33])[CH3:32])[CH2:27]O.[Cl-].C([NH3+])C(C)C.[C:41]([C:43]1[CH:48]=[CH:47][C:46]([N:49]=[C:50]=[S:51])=[CH:45][CH:44]=1)#[N:42], predict the reaction product. The product is: [C:41]([C:43]1[CH:44]=[CH:45][C:46]([N:49]=[C:50]2[N:29]([CH2:30][CH:31]([CH3:33])[CH3:32])[C@@H:26]([CH2:25][CH:24]([CH3:34])[CH3:23])[CH2:27][S:51]2)=[CH:47][CH:48]=1)#[N:42]. (2) Given the reactants [Br:1][C:2]1[CH:3]=[C:4]([CH:8]=[CH:9][C:10]=1[O:11][CH3:12])[C:5]([OH:7])=O.C1N(P(Cl)(N2C(=O)OCC2)=O)C(=O)OC1.[CH3:28][NH:29][C:30]1[CH:31]=[N:32][CH:33]=[CH:34][CH:35]=1, predict the reaction product. The product is: [Br:1][C:2]1[CH:3]=[C:4]([CH:8]=[CH:9][C:10]=1[O:11][CH3:12])[C:5]([N:29]([CH3:28])[C:30]1[CH:31]=[N:32][CH:33]=[CH:34][CH:35]=1)=[O:7]. (3) The product is: [CH2:1]([O:8][C:9]1[C:18]([O:19][CH3:20])=[CH:17][CH:16]=[C:15]2[C:10]=1[CH2:11][CH2:12][N:13]1[CH2:24][CH:25]([C:29]3[CH:30]=[C:31]([CH3:35])[CH:32]=[CH:33][CH:34]=3)[C:26](=[O:28])[CH2:27][CH:14]12)[C:2]1[CH:7]=[CH:6][CH:5]=[CH:4][CH:3]=1. Given the reactants [CH2:1]([O:8][C:9]1[C:18]([O:19][CH3:20])=[CH:17][CH:16]=[C:15]2[C:10]=1[CH2:11][CH2:12][N:13]=[CH:14]2)[C:2]1[CH:7]=[CH:6][CH:5]=[CH:4][CH:3]=1.Cl.CN(C)[CH2:24][CH:25]([C:29]1[CH:30]=[C:31]([CH3:35])[CH:32]=[CH:33][CH:34]=1)[C:26](=[O:28])[CH3:27].O.C([O-])(O)=O.[Na+], predict the reaction product. (4) The product is: [Br:1][CH2:2][CH:3]([F:7])[CH2:4][CH2:5][N:8]1[CH:27]=[C:26]([C:25]([O:29][CH2:30][CH3:31])=[O:28])[N:10]=[N:9]1. Given the reactants [Br:1][CH2:2][CH:3]([F:7])[CH2:4][CH2:5]Br.[N-:8]=[N+:9]=[N-:10].[Na+].CC(O)=O.CCN(C(C)C)C(C)C.[C:25]([O:29][CH2:30][CH3:31])(=[O:28])[C:26]#[CH:27], predict the reaction product. (5) Given the reactants [C:1]([O:5][CH2:6][CH3:7])(=[O:4])[CH:2]=O.C1(C)C=CC=CC=1.Cl.[CH2:16]([NH:23][NH2:24])[C:17]1[CH:22]=[CH:21][CH:20]=[CH:19][CH:18]=1.C(N(CC)CC)C, predict the reaction product. The product is: [CH2:16]([NH:23]/[N:24]=[CH:2]/[C:1]([O:5][CH2:6][CH3:7])=[O:4])[C:17]1[CH:22]=[CH:21][CH:20]=[CH:19][CH:18]=1. (6) Given the reactants I[C:2]1[C:3]([C:9]([O:11][CH3:12])=[O:10])=[N:4][C:5]([CH3:8])=[CH:6][CH:7]=1.[NH:13]1[CH:17]=[CH:16][N:15]=[N:14]1.CN[C@@H]1CCCC[C@H]1NC.C([O-])([O-])=O.[Cs+].[Cs+], predict the reaction product. The product is: [CH3:8][C:5]1[N:4]=[C:3]([C:9]([O:11][CH3:12])=[O:10])[C:2]([N:14]2[N:15]=[CH:16][CH:17]=[N:13]2)=[CH:7][CH:6]=1. (7) Given the reactants [C:1]([CH:3]1[CH2:6][N:5]([C:7](=[O:41])[C@H:8]([NH:10][C:11]([C:13]2[C:21]3[C:16](=[N:17][CH:18]=[C:19]([C:22]4[C:30]5[C:25](=[CH:26][C:27]([Cl:31])=[CH:28][CH:29]=5)[N:24]([CH3:32])[N:23]=4)[N:20]=3)[N:15](COCC[Si](C)(C)C)[CH:14]=2)=[O:12])[CH3:9])[CH2:4]1)#[N:2].FC(F)(F)C(O)=O.C(N)CN, predict the reaction product. The product is: [C:1]([CH:3]1[CH2:4][N:5]([C:7](=[O:41])[C@H:8]([NH:10][C:11]([C:13]2[C:21]3[C:16](=[N:17][CH:18]=[C:19]([C:22]4[C:30]5[C:25](=[CH:26][C:27]([Cl:31])=[CH:28][CH:29]=5)[N:24]([CH3:32])[N:23]=4)[N:20]=3)[NH:15][CH:14]=2)=[O:12])[CH3:9])[CH2:6]1)#[N:2]. (8) Given the reactants [CH3:1][O:2][C:3]1[CH:4]=[C:5]([C:11]2[C@@H:20]3[C@@H:15]([CH2:16][CH:17]=[CH:18][CH2:19]3)[C:14](=[O:21])[N:13]([CH:22]3[CH2:27][CH2:26][NH:25][CH2:24][CH2:23]3)[N:12]=2)[CH:6]=[CH:7][C:8]=1[O:9][CH3:10].[C:28]([NH:32][C:33](=[O:40])[NH:34][C@H:35]([CH3:39])[C:36](O)=[O:37])([CH3:31])([CH3:30])[CH3:29].C(OC(=O)NCCCC(N1CCC(N2N=C(C3C=CC(OC)=C(OC)C=3)[C@@H]3[C@@H](CC=CC3)C2=O)CC1)=O)(C)(C)C, predict the reaction product. The product is: [C:28]([NH:32][C:33]([NH:34][C@@H:35]([CH3:39])[C:36]([N:25]1[CH2:26][CH2:27][CH:22]([N:13]2[N:12]=[C:11]([C:5]3[CH:6]=[CH:7][C:8]([O:9][CH3:10])=[C:3]([O:2][CH3:1])[CH:4]=3)[C@@H:20]3[C@@H:15]([CH2:16][CH:17]=[CH:18][CH2:19]3)[C:14]2=[O:21])[CH2:23][CH2:24]1)=[O:37])=[O:40])([CH3:31])([CH3:30])[CH3:29].